The task is: Predict which catalyst facilitates the given reaction.. This data is from Catalyst prediction with 721,799 reactions and 888 catalyst types from USPTO. Reactant: [CH3:1][O:2][C:3]1[N:8]=[C:7]([C:9]([OH:11])=O)[CH:6]=[CH:5][CH:4]=1.C(Cl)(=O)C(Cl)=O.CN(C=O)C.CCN(C(C)C)C(C)C.[NH:32]([C:34]([O:36][C:37]([CH3:40])([CH3:39])[CH3:38])=[O:35])[NH2:33]. Product: [CH3:1][O:2][C:3]1[N:8]=[C:7]([C:9]([NH:33][NH:32][C:34]([O:36][C:37]([CH3:40])([CH3:39])[CH3:38])=[O:35])=[O:11])[CH:6]=[CH:5][CH:4]=1. The catalyst class is: 4.